Task: Predict the product of the given reaction.. Dataset: Forward reaction prediction with 1.9M reactions from USPTO patents (1976-2016) (1) The product is: [CH:1]([C:3]1[CH:8]=[CH:7][C:6]([C:14]2[CH:13]=[CH:20][CH:19]=[C:16]([C:17]#[N:18])[C:15]=2[C:21]#[N:22])=[CH:5][CH:4]=1)=[CH2:2]. Given the reactants [CH:1]([C:3]1[CH:8]=[CH:7][C:6](B(O)O)=[CH:5][CH:4]=1)=[CH2:2].I[C:13]1[CH:14]=[C:15]([C:21]#[N:22])[C:16](=[CH:19][CH:20]=1)[C:17]#[N:18].C(P(C(C)(C)C)C(C)(C)C)(C)(C)C.C([O-])([O-])=O.[K+].[K+], predict the reaction product. (2) Given the reactants [CH:1]1([C:5]2[N:13]3[C:8]([C:9]([NH2:14])=[N:10][CH:11]=[N:12]3)=[C:7](I)[N:6]=2)[CH2:4][CH2:3][CH2:2]1.[F:16][C:17]1[C:18](B2OC(C)(C)C(C)(C)C2)=[CH:19][CH:20]=[C:21]2[C:26]=1[N:25]=[C:24]([C:27]1[CH:32]=[CH:31][CH:30]=[CH:29][CH:28]=1)[CH:23]=[CH:22]2.C(=O)([O-])[O-].[Cs+].[Cs+].N#N.C(=O)(O)[O-].[Na+], predict the reaction product. The product is: [CH:1]1([C:5]2[N:13]3[C:8]([C:9]([NH2:14])=[N:10][CH:11]=[N:12]3)=[C:7]([C:18]3[C:17]([F:16])=[C:26]4[C:21]([CH:22]=[CH:23][C:24]([C:27]5[CH:28]=[CH:29][CH:30]=[CH:31][CH:32]=5)=[N:25]4)=[CH:20][CH:19]=3)[N:6]=2)[CH2:4][CH2:3][CH2:2]1. (3) Given the reactants [CH2:1]([SH:8])[C@@H:2]([OH:7])[C@H:3]([OH:6])[CH2:4][SH:5].[C:9]([OH:15])([C:11]([F:14])([F:13])[F:12])=[O:10], predict the reaction product. The product is: [C:9]([OH:15])([C:11]([F:14])([F:13])[F:12])=[O:10].[CH2:1]([SH:8])[C@@H:2]([OH:7])[C@H:3]([OH:6])[CH2:4][SH:5].[OH2:6]. (4) The product is: [NH:45]1[C:46]2[C:51](=[CH:50][CH:49]=[CH:48][CH:47]=2)[C:43]([C:18]2[N:19]=[C:20]([N:23]3[CH2:28][CH2:27][O:26][CH2:25][CH2:24]3)[C:21]3[S:22][C:14]([CH2:13][N:10]4[CH2:9][CH2:8][N:7]([C:2]([CH3:1])([CH3:6])[C:3]([NH2:5])=[O:4])[CH2:12][CH2:11]4)=[CH:15][C:16]=3[N:17]=2)=[N:44]1. Given the reactants [CH3:1][C:2]([N:7]1[CH2:12][CH2:11][N:10]([CH2:13][C:14]2[S:22][C:21]3[C:20]([N:23]4[CH2:28][CH2:27][O:26][CH2:25][CH2:24]4)=[N:19][C:18]([Sn](CCCC)(CCCC)CCCC)=[N:17][C:16]=3[CH:15]=2)[CH2:9][CH2:8]1)([CH3:6])[C:3]([NH2:5])=[O:4].Br[C:43]1[C:51]2[C:46](=[CH:47][CH:48]=[CH:49][CH:50]=2)[NH:45][N:44]=1, predict the reaction product. (5) The product is: [CH3:2][O:14][C:13](=[O:15])[C:12]1[CH:16]=[C:17]([N+:18]([O-:20])=[O:19])[C:9]([NH2:8])=[C:10]([F:22])[C:11]=1[F:21]. Given the reactants [Si](C=[N+]=[N-])(C)(C)[CH3:2].[NH2:8][C:9]1[C:17]([N+:18]([O-:20])=[O:19])=[CH:16][C:12]([C:13]([OH:15])=[O:14])=[C:11]([F:21])[C:10]=1[F:22].CO, predict the reaction product.